Dataset: Forward reaction prediction with 1.9M reactions from USPTO patents (1976-2016). Task: Predict the product of the given reaction. Given the reactants [C:1](N1C=CN=C1)(N1C=CN=C1)=[O:2].[CH2:13]([NH:20][C:21]1[C:30]2[C:25](=[CH:26][CH:27]=[CH:28][CH:29]=2)[N:24]=[C:23]([Cl:31])[C:22]=1[NH2:32])[C:14]1[CH:19]=[CH:18][CH:17]=[CH:16][CH:15]=1, predict the reaction product. The product is: [CH2:13]([N:20]1[C:21]2[C:30]3[CH:29]=[CH:28][CH:27]=[CH:26][C:25]=3[N:24]=[C:23]([Cl:31])[C:22]=2[N:32]=[C:1]1[OH:2])[C:14]1[CH:15]=[CH:16][CH:17]=[CH:18][CH:19]=1.